This data is from Catalyst prediction with 721,799 reactions and 888 catalyst types from USPTO. The task is: Predict which catalyst facilitates the given reaction. (1) Reactant: [CH2:1]([C:3]1[S:28][C:6]2[N:7]([CH2:13][C:14]3[CH:19]=[CH:18][C:17]([C:20]4[C:21]([C:26]#[N:27])=[CH:22][CH:23]=[CH:24][CH:25]=4)=[CH:16][CH:15]=3)[C:8](=[O:12])[NH:9][C:10](=[O:11])[C:5]=2[CH:4]=1)[CH3:2].Br[CH2:30][C:31](=[O:36])[C:32]([CH3:35])([CH3:34])[CH3:33].CN(C)C=O.[H-].[Na+]. Product: [CH3:33][C:32]([CH3:35])([CH3:34])[C:31](=[O:36])[CH2:30][N:9]1[C:10](=[O:11])[C:5]2[CH:4]=[C:3]([CH2:1][CH3:2])[S:28][C:6]=2[N:7]([CH2:13][C:14]2[CH:19]=[CH:18][C:17]([C:20]3[C:21]([C:26]#[N:27])=[CH:22][CH:23]=[CH:24][CH:25]=3)=[CH:16][CH:15]=2)[C:8]1=[O:12]. The catalyst class is: 69. (2) Reactant: CC1(C)C(C)(C)OB([C:9]2[CH:10]=[C:11]3[C:15](=[CH:16][CH:17]=2)[CH2:14][C@H:13]([NH:18][S:19]([CH:22]([CH3:24])[CH3:23])(=[O:21])=[O:20])[CH2:12]3)O1.Br[C:27]1[CH:32]=[CH:31][C:30]([Cl:33])=[CH:29][N:28]=1.C([O-])([O-])=O.[Na+].[Na+]. Product: [Cl:33][C:30]1[CH:31]=[CH:32][C:27]([C:9]2[CH:10]=[C:11]3[C:15](=[CH:16][CH:17]=2)[CH2:14][C@H:13]([NH:18][S:19]([CH:22]([CH3:23])[CH3:24])(=[O:20])=[O:21])[CH2:12]3)=[N:28][CH:29]=1. The catalyst class is: 70. (3) Reactant: [N:1]1([C:7](=O)[CH2:8][C@@H:9]([NH:18][C:19]2[CH:24]=[CH:23][C:22]([S:25]([NH2:28])(=[O:27])=[O:26])=[CH:21][C:20]=2[S:29]([C:32]([F:35])([F:34])[F:33])(=[O:31])=[O:30])[CH2:10][S:11][C:12]2[CH:17]=[CH:16][CH:15]=[CH:14][CH:13]=2)[CH2:6][CH2:5][O:4][CH2:3][CH2:2]1.CO.Cl. Product: [N:1]1([CH2:7][CH2:8][C@@H:9]([NH:18][C:19]2[CH:24]=[CH:23][C:22]([S:25]([NH2:28])(=[O:26])=[O:27])=[CH:21][C:20]=2[S:29]([C:32]([F:33])([F:34])[F:35])(=[O:30])=[O:31])[CH2:10][S:11][C:12]2[CH:13]=[CH:14][CH:15]=[CH:16][CH:17]=2)[CH2:6][CH2:5][O:4][CH2:3][CH2:2]1. The catalyst class is: 7. (4) Reactant: [Si:1]([O:8][CH2:9][C:10]1[N:11]([CH2:20][CH2:21][CH2:22][S:23][CH3:24])[C:12]2[C:17]([CH:18]=1)=[CH:16][C:15]([Cl:19])=[CH:14][CH:13]=2)([C:4]([CH3:7])([CH3:6])[CH3:5])([CH3:3])[CH3:2].ClC1C=C(C(OO)=[O:33])C=CC=1. Product: [Si:1]([O:8][CH2:9][C:10]1[N:11]([CH2:20][CH2:21][CH2:22][S:23]([CH3:24])=[O:33])[C:12]2[C:17]([CH:18]=1)=[CH:16][C:15]([Cl:19])=[CH:14][CH:13]=2)([C:4]([CH3:7])([CH3:6])[CH3:5])([CH3:2])[CH3:3]. The catalyst class is: 4. (5) Reactant: [CH3:1][C:2]1[CH:7]=[C:6](N)[CH:5]=[CH:4][C:3]=1[N+:9]([O-:11])=[O:10].C([N:14](CC)CC)C.CN(C1C=CC=CN=1)C.Cl.[CH3:29][N:30]([CH2:32][C:33](Cl)=[O:34])[CH3:31].C(=O)(O)[O-].[Na+]. Product: [CH3:29][N:30]([CH3:31])[CH2:32][C:33]([NH:14][C:5]1[CH:6]=[CH:7][C:2]([CH3:1])=[C:3]([N+:9]([O-:11])=[O:10])[CH:4]=1)=[O:34]. The catalyst class is: 4. (6) The catalyst class is: 2. Reactant: [Si:1]([O:8][CH2:9][C@H:10]([CH2:26][CH2:27][CH2:28][OH:29])[CH2:11][C@H:12]1[CH2:16][O:15][C:14]([CH3:18])([CH3:17])[N:13]1[C:19]([O:21][C:22]([CH3:25])([CH3:24])[CH3:23])=[O:20])([C:4]([CH3:7])([CH3:6])[CH3:5])([CH3:3])[CH3:2].CCN(CC)CC.[CH3:37][S:38](Cl)(=[O:40])=[O:39]. Product: [Si:1]([O:8][CH2:9][C@H:10]([CH2:26][CH2:27][CH2:28][O:29][S:38]([CH3:37])(=[O:40])=[O:39])[CH2:11][C@H:12]1[CH2:16][O:15][C:14]([CH3:18])([CH3:17])[N:13]1[C:19]([O:21][C:22]([CH3:25])([CH3:24])[CH3:23])=[O:20])([C:4]([CH3:7])([CH3:6])[CH3:5])([CH3:3])[CH3:2]. (7) Reactant: Cl[C:2]1[N:3]=[N:4][CH:5]=[C:6]([Cl:9])[C:7]=1[NH2:8].[CH:10]1([NH2:14])[CH2:13][CH2:12][CH2:11]1. Product: [Cl:9][C:6]1[C:7]([NH2:8])=[C:2]([NH:14][CH:10]2[CH2:13][CH2:12][CH2:11]2)[N:3]=[N:4][CH:5]=1. The catalyst class is: 6. (8) The catalyst class is: 6. Product: [Cl:18][C:7]1[C:6]([OH:9])=[CH:5][CH:4]=[C:3]([C:2]([F:1])([F:10])[F:11])[N:8]=1. Reactant: [F:1][C:2]([F:11])([F:10])[C:3]1[N:8]=[CH:7][C:6]([OH:9])=[CH:5][CH:4]=1.C(=O)([O-])[O-].[Na+].[Na+].[Cl:18][O-].[Na+].C(O)(=O)C. (9) Reactant: Br[C:2]1[CH:7]=[CH:6][C:5]([Br:8])=[CH:4][N:3]=1.Br[Zn][CH2:11][CH2:12][C:13]#[N:14]. Product: [Br:8][C:5]1[CH:6]=[CH:7][C:2]([CH2:11][CH2:12][C:13]#[N:14])=[N:3][CH:4]=1. The catalyst class is: 602.